Dataset: Reaction yield outcomes from USPTO patents with 853,638 reactions. Task: Predict the reaction yield, written as a fraction of the theoretical maximum amount of product (1.0 means a 100% yield; for example, 0.34 means a 34% yield). (1) The reactants are [F:1][C:2]1[CH:7]=[CH:6][C:5]([C:8]2[NH:9][C:10]([C:13]([O:15][CH3:16])=[O:14])=[CH:11][N:12]=2)=[CH:4][CH:3]=1.CC(C)([O-])C.[K+].C[N:24](C=O)C.NOP(=O)(C1C=CC=CC=1)C1C=CC=CC=1. The catalyst is O. The product is [NH2:24][N:9]1[C:10]([C:13]([O:15][CH3:16])=[O:14])=[CH:11][N:12]=[C:8]1[C:5]1[CH:4]=[CH:3][C:2]([F:1])=[CH:7][CH:6]=1. The yield is 0.560. (2) The reactants are [NH2:1][CH2:2][C@@H:3]([OH:5])[CH3:4].C([O-])([O-])=O.[K+].[K+].[Br:12][C:13]1[CH:14]=[C:15]([CH:20]=[CH:21][C:22]=1[CH2:23]Br)[C:16]([O:18][CH3:19])=[O:17]. The catalyst is CC#N. The product is [Br:12][C:13]1[CH:14]=[C:15]([CH:20]=[CH:21][C:22]=1[CH2:23][NH:1][CH2:2][C@@H:3]([OH:5])[CH3:4])[C:16]([O:18][CH3:19])=[O:17]. The yield is 0.420. (3) The reactants are [I:1][C:2]1[N:3]=[C:4]([C@@H:8]2[CH2:13][C@@H:12]3[C@@H:10]([CH2:11]3)[N:9]2[C:14]([O:16][C:17]([CH3:20])([CH3:19])[CH3:18])=[O:15])[NH:5][C:6]=1I.S([O-])([O-])=O.[Na+].[Na+]. The catalyst is CCO.O. The product is [I:1][C:2]1[N:3]=[C:4]([C@@H:8]2[CH2:13][C@@H:12]3[C@@H:10]([CH2:11]3)[N:9]2[C:14]([O:16][C:17]([CH3:20])([CH3:19])[CH3:18])=[O:15])[NH:5][CH:6]=1.[NH:3]1[CH:2]=[CH:6][N:5]=[C:4]1[C@@H:8]1[CH2:13][C@@H:12]2[C@@H:10]([CH2:11]2)[N:9]1[C:14]([O:16][C:17]([CH3:20])([CH3:19])[CH3:18])=[O:15]. The yield is 0.620. (4) The reactants are [CH3:1][O:2][C:3]1[CH:8]=[CH:7][C:6]([NH:9][C:10]2[CH:15]=[CH:14][CH:13]=[CH:12][C:11]=2[NH:16][C:17]([C:19]2[C:20]([CH2:25][CH3:26])=[N:21][O:22][C:23]=2[CH3:24])=O)=[CH:5][CH:4]=1. The catalyst is CC(O)=O.CCCCCCC. The product is [CH2:25]([C:20]1[C:19]([C:17]2[N:9]([C:6]3[CH:7]=[CH:8][C:3]([O:2][CH3:1])=[CH:4][CH:5]=3)[C:10]3[CH:15]=[CH:14][CH:13]=[CH:12][C:11]=3[N:16]=2)=[C:23]([CH3:24])[O:22][N:21]=1)[CH3:26]. The yield is 0.860. (5) The reactants are [F:1][C:2]1[CH:7]=[C:6]([F:8])[CH:5]=[CH:4][C:3]=1[C:9]1[N:10]([S:19]([C:22]2[CH:27]=[CH:26][CH:25]=[C:24]([F:28])[CH:23]=2)(=[O:21])=[O:20])[CH:11]=[C:12]2[CH:16]([NH:17][CH3:18])[CH2:15][CH2:14][C:13]=12.[C:37](O[C:37]([O:39][C:40]([CH3:43])([CH3:42])[CH3:41])=[O:38])([O:39][C:40]([CH3:43])([CH3:42])[CH3:41])=[O:38].O. The catalyst is C(OCC)(=O)C. The product is [F:1][C:2]1[CH:7]=[C:6]([F:8])[CH:5]=[CH:4][C:3]=1[C:9]1[N:10]([S:19]([C:22]2[CH:27]=[CH:26][CH:25]=[C:24]([F:28])[CH:23]=2)(=[O:21])=[O:20])[CH:11]=[C:12]2[CH:16]([N:17]([CH3:18])[C:37](=[O:38])[O:39][C:40]([CH3:41])([CH3:42])[CH3:43])[CH2:15][CH2:14][C:13]=12. The yield is 0.650.